Dataset: Reaction yield outcomes from USPTO patents with 853,638 reactions. Task: Predict the reaction yield, written as a fraction of the theoretical maximum amount of product (1.0 means a 100% yield; for example, 0.34 means a 34% yield). (1) The reactants are [CH3:1][C:2]1[NH:6][N:5]=[C:4]([O:7][C:8]2[CH:13]=[CH:12][CH:11]=[C:10]([C:14]([F:17])([F:16])[F:15])[CH:9]=2)[CH:3]=1.Cl[C:19](OC(Cl)(Cl)Cl)=[O:20].[CH2:26]([NH2:32])[CH:27]1[O:31][CH2:30][CH2:29][CH2:28]1. No catalyst specified. The product is [CH2:26]([NH:32][C:19]([N:6]1[C:2]([CH3:1])=[CH:3][C:4]([O:7][C:8]2[CH:13]=[CH:12][CH:11]=[C:10]([C:14]([F:17])([F:15])[F:16])[CH:9]=2)=[N:5]1)=[O:20])[CH:27]1[O:31][CH2:30][CH2:29][CH2:28]1. The yield is 0.703. (2) The product is [CH3:20][O:19][CH2:18][O:17][C:13]1[CH:12]=[C:11](/[C:2](=[C:3](\[C:21]2[CH:26]=[CH:25][CH:24]=[CH:23][CH:22]=2)/[CH2:4][CH3:5])/[C:1]([O:7][CH2:8][CH3:9])=[O:6])[CH:16]=[CH:15][CH:14]=1. The reactants are [C:1]([O:7][CH2:8][CH3:9])(=[O:6])[C:2]#[C:3][CH2:4][CH3:5].I[C:11]1[CH:16]=[CH:15][CH:14]=[C:13]([O:17][CH2:18][O:19][CH3:20])[CH:12]=1.[C:21]1(B(O)O)[CH:26]=[CH:25][CH:24]=[CH:23][CH:22]=1.C([O-])([O-])=O.[K+].[K+]. The catalyst is CN(C=O)C.C1C=CC(C#N)=CC=1.C1C=CC(C#N)=CC=1.Cl[Pd]Cl.O. The yield is 0.250. (3) The reactants are [C:1](=[O:42])(OC1C=CC([N+]([O-])=O)=CC=1)[O:2][C@H:3]1[CH2:7][C@H:6]([C:8]2[N:12]3[C:13]4[CH:19]=[CH:18][N:17](S(C5C=CC(C)=CC=5)(=O)=O)[C:14]=4[N:15]=[CH:16][C:11]3=[N:10][N:9]=2)[C@H:5]([CH2:30][CH3:31])[CH2:4]1.[CH:43]1([NH2:46])[CH2:45][CH2:44]1.[OH-].[Na+]. The catalyst is O1CCOCC1. The product is [CH:43]1([NH:46][C:1](=[O:42])[O:2][C@H:3]2[CH2:7][C@H:6]([C:8]3[N:12]4[C:13]5[CH:19]=[CH:18][NH:17][C:14]=5[N:15]=[CH:16][C:11]4=[N:10][N:9]=3)[C@H:5]([CH2:30][CH3:31])[CH2:4]2)[CH2:45][CH2:44]1. The yield is 0.670. (4) The reactants are Br[C:2]1[O:6][C:5]([CH2:7][O:8][C:9]2[C:10]([F:19])=[C:11]([C:15]([F:18])=[CH:16][CH:17]=2)[C:12]([NH2:14])=[O:13])=[N:4][C:3]=1[C:20]1[CH:25]=[CH:24][C:23]([O:26][CH3:27])=[CH:22][CH:21]=1.O.[OH-].[Na+]. The catalyst is C(O)(=O)C.[Zn]. The product is [F:19][C:10]1[C:9]([O:8][CH2:7][C:5]2[O:6][CH:2]=[C:3]([C:20]3[CH:25]=[CH:24][C:23]([O:26][CH3:27])=[CH:22][CH:21]=3)[N:4]=2)=[CH:17][CH:16]=[C:15]([F:18])[C:11]=1[C:12]([NH2:14])=[O:13]. The yield is 0.400.